Task: Predict the reactants needed to synthesize the given product.. Dataset: Full USPTO retrosynthesis dataset with 1.9M reactions from patents (1976-2016) (1) Given the product [CH:10]1[C:9]2[CH2:14][C:15](=[O:17])[C:6]3[CH:5]=[CH:4][CH:3]=[CH:2][C:1]=3[S:7][C:8]=2[CH:13]=[CH:12][CH:11]=1, predict the reactants needed to synthesize it. The reactants are: [C:1]1([S:7][C:8]2[CH:13]=[CH:12][CH:11]=[CH:10][C:9]=2[CH2:14][C:15]([OH:17])=O)[CH:6]=[CH:5][CH:4]=[CH:3][CH:2]=1. (2) Given the product [NH:2]([C:6]1[CH:14]=[CH:13][C:9]([C:10]([O:31][C:28]2[CH:29]=[CH:30][C:25]([CH2:24][CH2:23][C:22]([N:19]3[CH2:18][CH2:17][S:16](=[O:15])(=[O:54])[CH2:21][CH2:20]3)=[O:53])=[C:26]([C:32]3[CH2:36][C:35]([CH2:45][C:46]([O:48][C:49]([CH3:52])([CH3:51])[CH3:50])=[O:47])([CH2:37][C:38](=[O:39])[O:40][C:41]([CH3:44])([CH3:42])[CH3:43])[O:34][N:33]=3)[CH:27]=2)=[O:11])=[CH:8][CH:7]=1)[C:3]([NH2:5])=[NH:4], predict the reactants needed to synthesize it. The reactants are: Cl.[NH:2]([C:6]1[CH:14]=[CH:13][C:9]([C:10](Cl)=[O:11])=[CH:8][CH:7]=1)[C:3]([NH2:5])=[NH:4].[O:15]=[S:16]1(=[O:54])[CH2:21][CH2:20][N:19]([C:22](=[O:53])[CH2:23][CH2:24][C:25]2[CH:30]=[CH:29][C:28]([OH:31])=[CH:27][C:26]=2[C:32]2[CH2:36][C:35]([CH2:45][C:46]([O:48][C:49]([CH3:52])([CH3:51])[CH3:50])=[O:47])([CH2:37][C:38]([O:40][C:41]([CH3:44])([CH3:43])[CH3:42])=[O:39])[O:34][N:33]=2)[CH2:18][CH2:17]1.N1C=CC=CC=1.CN1C(=O)CCC1. (3) Given the product [Cl:20][C:15]1[CH:16]=[N:17][CH:18]=[CH:19][C:14]=1[C:3]1[N:4]=[CH:5][C:6]([NH:8][C:9]([CH:11]2[CH2:13][CH2:12]2)=[O:10])=[N:7][C:2]=1[C:26]1[CH:31]=[CH:30][CH:29]=[CH:28][N:27]=1, predict the reactants needed to synthesize it. The reactants are: Cl[C:2]1[N:7]=[C:6]([NH:8][C:9]([CH:11]2[CH2:13][CH2:12]2)=[O:10])[CH:5]=[N:4][C:3]=1[C:14]1[CH:19]=[CH:18][N:17]=[CH:16][C:15]=1[Cl:20].C([Sn](CCCC)(CCCC)[C:26]1[CH:31]=[CH:30][CH:29]=[CH:28][N:27]=1)CCC. (4) Given the product [CH2:21]([O:20][C:18](=[O:19])[C:16]1[CH:17]=[C:12]([C:10]#[N:11])[C:13]([N:31]2[CH2:32][CH2:33][CH:34]([C:37](=[O:38])[NH:72][S:69]([CH2:68][C:62]3[CH:63]=[CH:64][CH:65]=[CH:66][CH:67]=3)(=[O:70])=[O:71])[CH2:35][CH2:36]2)=[N:14][C:15]=1[O:23][N:55]1[C:50]2[CH:51]=[CH:52][CH:53]=[CH:54][C:49]=2[N:48]=[N:56]1)[CH3:22], predict the reactants needed to synthesize it. The reactants are: CCN(C(C)C)C(C)C.[C:10]([C:12]1[C:13]([N:31]2[CH2:36][CH2:35][CH:34]([C:37](O)=[O:38])[CH2:33][CH2:32]2)=[N:14][C:15]([O:23]S(C(F)(F)F)(=O)=O)=[C:16]([C:18]([O:20][CH2:21][CH3:22])=[O:19])[CH:17]=1)#[N:11].CN(C(O[N:48]1[N:56]=[N:55][C:50]2[CH:51]=[CH:52][CH:53]=[CH:54][C:49]1=2)=[N+](C)C)C.[B-](F)(F)(F)F.[C:62]1([CH2:68][S:69]([NH2:72])(=[O:71])=[O:70])[CH:67]=[CH:66][CH:65]=[CH:64][CH:63]=1.C([O-])(O)=O.[Na+]. (5) Given the product [Br:1][C:2]1[CH:3]=[C:4]([N:13]([C@H:14]2[CH2:19][CH2:18][C@H:17]([N:20]([CH3:22])[CH3:21])[CH2:16][CH2:15]2)[CH2:23][CH3:24])[C:5]([CH3:12])=[C:6]([CH:11]=1)[C:7]([O:9][CH3:10])=[O:8], predict the reactants needed to synthesize it. The reactants are: [Br:1][C:2]1[CH:3]=[C:4]([NH:13][C@H:14]2[CH2:19][CH2:18][C@H:17]([N:20]([CH3:22])[CH3:21])[CH2:16][CH2:15]2)[C:5]([CH3:12])=[C:6]([CH:11]=1)[C:7]([O:9][CH3:10])=[O:8].[CH:23](=O)[CH3:24].C(O[BH-](OC(=O)C)OC(=O)C)(=O)C.[Na+].C([O-])(O)=O.[Na+]. (6) Given the product [CH2:38]([O:39][CH2:40][CH2:41][O:1][C:2]1[C:27]([O:28][CH3:29])=[CH:26][C:5]2[C:6]3[N:11]([CH:12]([C:14]([CH3:18])([CH3:19])[CH2:15][O:16][CH3:17])[CH2:13][C:4]=2[CH:3]=1)[CH:10]=[C:9]([C:20]([O:22][CH2:23][CH3:24])=[O:21])[C:8](=[O:25])[CH:7]=3)[CH3:37], predict the reactants needed to synthesize it. The reactants are: [OH:1][C:2]1[C:27]([O:28][CH3:29])=[CH:26][C:5]2[C:6]3[N:11]([CH:12]([C:14]([CH3:19])([CH3:18])[CH2:15][O:16][CH3:17])[CH2:13][C:4]=2[CH:3]=1)[CH:10]=[C:9]([C:20]([O:22][CH2:23][CH3:24])=[O:21])[C:8](=[O:25])[CH:7]=3.C(=O)([O-])[O-].[K+].[K+].Br[CH2:37][CH2:38][O:39][CH2:40][CH3:41].O.